Predict the product of the given reaction. From a dataset of Forward reaction prediction with 1.9M reactions from USPTO patents (1976-2016). (1) Given the reactants [Cl:1][C:2]1[C:3]([CH3:26])=[N:4][O:5][C:6]=1[N:7]([CH2:20][O:21][CH2:22][CH2:23][O:24][CH3:25])[S:8]([C:11]1[C:19]2[C:14](=[N:15][CH:16]=[CH:17][CH:18]=2)[S:13][CH:12]=1)(=[O:10])=[O:9].[Li]C(C)(C)C.[CH:32]1[C:37]([CH:38]=[O:39])=[CH:36][C:35]2[O:40][CH2:41][O:42][C:34]=2[CH:33]=1, predict the reaction product. The product is: [Cl:1][C:2]1[C:3]([CH3:26])=[N:4][O:5][C:6]=1[N:7]([CH2:20][O:21][CH2:22][CH2:23][O:24][CH3:25])[S:8]([C:11]1[C:19]2[C:14](=[N:15][CH:16]=[CH:17][CH:18]=2)[S:13][C:12]=1[CH:38]([OH:39])[C:37]1[CH:32]=[CH:33][C:34]2[O:42][CH2:41][O:40][C:35]=2[CH:36]=1)(=[O:9])=[O:10]. (2) Given the reactants [CH3:1][O:2][C:3](=[O:39])[CH2:4][C@H:5]([C:14]1[CH:19]=[CH:18][C:17]([C:20]2[C:28]3[C:27]([NH2:29])=[N:26][CH:25]=[N:24][C:23]=3[N:22]([S:30]([C:33]3[CH:38]=[CH:37][CH:36]=[CH:35][CH:34]=3)(=[O:32])=[O:31])[CH:21]=2)=[CH:16][CH:15]=1)[NH:6]C(OC(C)(C)C)=O.Cl, predict the reaction product. The product is: [NH2:6][C@@H:5]([C:14]1[CH:19]=[CH:18][C:17]([C:20]2[C:28]3[C:27]([NH2:29])=[N:26][CH:25]=[N:24][C:23]=3[N:22]([S:30]([C:33]3[CH:34]=[CH:35][CH:36]=[CH:37][CH:38]=3)(=[O:31])=[O:32])[CH:21]=2)=[CH:16][CH:15]=1)[CH2:4][C:3]([O:2][CH3:1])=[O:39]. (3) Given the reactants [C:1]1([C:7]2[CH:15]=[CH:14][CH:13]=[C:9]([C:10]([OH:12])=O)[C:8]=2[OH:16])[CH:6]=[CH:5][CH:4]=[CH:3][CH:2]=1.[Cl:17][C:18]1[CH:24]=[C:23]([N+:25]([O-:27])=[O:26])[CH:22]=[CH:21][C:19]=1[NH2:20], predict the reaction product. The product is: [Cl:17][C:18]1[CH:24]=[C:23]([N+:25]([O-:27])=[O:26])[CH:22]=[CH:21][C:19]=1[NH:20][C:10]([C:9]1[C:8]([OH:16])=[C:7]([C:1]2[CH:2]=[CH:3][CH:4]=[CH:5][CH:6]=2)[CH:15]=[CH:14][CH:13]=1)=[O:12]. (4) The product is: [F:1][C:2]1[CH:11]=[CH:10][C:9]([CH:12]=[C:18]([C:17](=[O:22])[CH3:16])[C:19](=[O:21])[CH3:20])=[C:8]2[C:3]=1[C:4](=[O:15])[CH:5]=[C:6]([CH3:14])[O:7]2. Given the reactants [F:1][C:2]1[CH:11]=[CH:10][C:9]([CH:12]=O)=[C:8]2[C:3]=1[C:4](=[O:15])[CH:5]=[C:6]([CH3:14])[O:7]2.[CH3:16][C:17](=[O:22])[CH2:18][C:19](=[O:21])[CH3:20].C(O)(=O)C.N1CCCCC1.C1(C)C=CC(S([O-])(=O)=O)=CC=1.[NH+]1C=CC=CC=1, predict the reaction product.